Predict the reaction yield, written as a fraction of the theoretical maximum amount of product (1.0 means a 100% yield; for example, 0.34 means a 34% yield). From a dataset of Reaction yield outcomes from USPTO patents with 853,638 reactions. The catalyst is O1CCCC1.O. The product is [CH3:1][N:2]([CH3:13])[C:3]1[O:7][N:6]=[C:5]([C:8]([OH:10])=[O:9])[N:4]=1. The yield is 0.930. The reactants are [CH3:1][N:2]([CH3:13])[C:3]1[O:7][N:6]=[C:5]([C:8]([O:10]CC)=[O:9])[N:4]=1.[Li+].[OH-].